From a dataset of Catalyst prediction with 721,799 reactions and 888 catalyst types from USPTO. Predict which catalyst facilitates the given reaction. (1) Reactant: C([O:4][C@@H:5]1[C@H:9]([O:10]C(=O)C)[C@@H:8]([CH2:14][O:15]C(=O)C)[O:7][C@H:6]1[N:19]1[CH:26]=[C:25]([C:27]#[C:28][Si](C)(C)C)[C:23](=[O:24])[NH:22][C:20]1=[O:21])(=O)C.[Na]. Product: [C:27]([C:25]1[C:23](=[O:24])[NH:22][C:20](=[O:21])[N:19]([CH:26]=1)[C@@H:6]1[O:7][C@H:8]([CH2:14][OH:15])[C@@H:9]([OH:10])[C@H:5]1[OH:4])#[CH:28]. The catalyst class is: 5. (2) Reactant: [CH:1]1([O:5][C:6]2[CH:7]=[CH:8][C:9]([N+:32]([O-])=O)=[C:10]([C:12]3[CH:13]=[C:14]([CH:29]=[CH:30][N:31]=3)[C:15]([NH:17][CH2:18][C:19]3[CH:24]=[CH:23][CH:22]=[C:21]([C:25]([F:28])([F:27])[F:26])[CH:20]=3)=[O:16])[CH:11]=2)[CH2:4][CH2:3][CH2:2]1. Product: [NH2:32][C:9]1[CH:8]=[CH:7][C:6]([O:5][CH:1]2[CH2:2][CH2:3][CH2:4]2)=[CH:11][C:10]=1[C:12]1[CH:13]=[C:14]([CH:29]=[CH:30][N:31]=1)[C:15]([NH:17][CH2:18][C:19]1[CH:24]=[CH:23][CH:22]=[C:21]([C:25]([F:26])([F:27])[F:28])[CH:20]=1)=[O:16]. The catalyst class is: 43. (3) Reactant: [OH:1][CH2:2][C:3]1[C:4](=[O:10])[S:5]/[C:6](=[CH:8]\[Br:9])/[CH:7]=1.[CH2:11]([O:13][Si:14]([O:24][CH2:25][CH3:26])([O:21][CH2:22][CH3:23])[CH2:15][CH2:16][CH2:17][N:18]=[C:19]=[O:20])[CH3:12]. Product: [CH2:22]([O:21][Si:14]([O:24][CH2:25][CH3:26])([O:13][CH2:11][CH3:12])[CH2:15][CH2:16][CH2:17][NH:18][C:19](=[O:20])[O:1][CH2:2][C:3]1[C:4](=[O:10])[S:5]/[C:6](=[CH:8]\[Br:9])/[CH:7]=1)[CH3:23]. The catalyst class is: 11. (4) Reactant: Br[C:2]1[S:3][C:4]2[CH:10]=[C:9]([Cl:11])[CH:8]=[CH:7][C:5]=2[N:6]=1.[NH2:12][C:13]1[CH:18]=[CH:17][C:16]([CH2:19][C:20]([O:22][CH3:23])=[O:21])=[CH:15][C:14]=1[Cl:24].[NH+]1C=CC=CC=1.CC1C=CC(S(O)(=O)=O)=CC=1. Product: [Cl:11][C:9]1[CH:8]=[CH:7][C:5]2[N:6]=[C:2]([NH:12][C:13]3[CH:18]=[CH:17][C:16]([CH2:19][C:20]([O:22][CH3:23])=[O:21])=[CH:15][C:14]=3[Cl:24])[S:3][C:4]=2[CH:10]=1. The catalyst class is: 113. (5) Reactant: [CH3:1][C:2]1([CH3:19])[CH2:7][C:6]([CH3:9])([CH3:8])[CH2:5][C:4]([C:11]#[C:12][C:13]2[CH:18]=[CH:17][CH:16]=[CH:15][N:14]=2)(O)[CH2:3]1.O=P(Cl)(Cl)Cl.C(OCC)(=O)C. Product: [CH3:1][C:2]1([CH3:19])[CH2:7][C:6]([CH3:8])([CH3:9])[CH2:5][C:4]([C:11]#[C:12][C:13]2[CH:18]=[CH:17][CH:16]=[CH:15][N:14]=2)=[CH:3]1. The catalyst class is: 17. (6) Reactant: [CH:1]1([CH2:4][N:5]2[C:9]3[CH:10]=[CH:11][C:12]([C:18]4[CH:19]=[CH:20][C:21]([CH2:25][OH:26])=[N:22][C:23]=4[F:24])=[C:13]([C:14]([F:17])([F:16])[F:15])[C:8]=3[N:7]=[N:6]2)[CH2:3][CH2:2]1.C(N(CC)CC)C.[CH3:34][S:35](Cl)(=[O:37])=[O:36]. Product: [CH3:34][S:35]([O:26][CH2:25][C:21]1[CH:20]=[CH:19][C:18]([C:12]2[CH:11]=[CH:10][C:9]3[N:5]([CH2:4][CH:1]4[CH2:3][CH2:2]4)[N:6]=[N:7][C:8]=3[C:13]=2[C:14]([F:15])([F:17])[F:16])=[C:23]([F:24])[N:22]=1)(=[O:37])=[O:36]. The catalyst class is: 96.